Dataset: Full USPTO retrosynthesis dataset with 1.9M reactions from patents (1976-2016). Task: Predict the reactants needed to synthesize the given product. (1) Given the product [CH:1]([O:5][C:6]([N:8]1[CH:13]([CH2:14][CH3:15])[CH2:12][CH:11]([N:16]([C:29]2[N:30]=[CH:31][C:32]([O:35][CH2:36][C:37]3[CH:38]=[CH:39][CH:40]=[CH:41][CH:42]=3)=[CH:33][N:34]=2)[CH2:17][C:18]2[CH:23]=[C:22]([C:24]([F:25])([F:27])[F:26])[CH:21]=[C:20]([Cl:28])[CH:19]=2)[CH2:10][CH:9]1[CH2:43][C:44]1[CH:45]=[CH:46][CH:47]=[CH:48][CH:49]=1)=[O:7])([CH3:2])[CH3:3], predict the reactants needed to synthesize it. The reactants are: [C:1]([O:5][C:6]([N:8]1[CH:13]([CH2:14][CH3:15])[CH2:12][CH:11]([N:16]([C:29]2[N:34]=[CH:33][C:32]([O:35][CH2:36][C:37]3[CH:42]=[CH:41][CH:40]=[CH:39][CH:38]=3)=[CH:31][N:30]=2)[CH2:17][C:18]2[CH:23]=[C:22]([C:24]([F:27])([F:26])[F:25])[CH:21]=[C:20]([Cl:28])[CH:19]=2)[CH2:10][CH:9]1[CH2:43][C:44]1[CH:49]=[CH:48][CH:47]=[CH:46][CH:45]=1)=[O:7])(C)([CH3:3])[CH3:2].Cl.C(=O)([O-])[O-].[Cs+].[Cs+].ClC(OC(C)C)=O. (2) Given the product [F:31][C:28]1[CH:29]=[CH:30][C:25]([O:24][C:22](=[O:23])[NH:1][C:2]2[S:3][C:4]3[CH:10]=[C:9]([S:11]([CH3:14])(=[O:13])=[O:12])[CH:8]=[CH:7][C:5]=3[N:6]=2)=[CH:26][CH:27]=1, predict the reactants needed to synthesize it. The reactants are: [NH2:1][C:2]1[S:3][C:4]2[CH:10]=[C:9]([S:11]([CH3:14])(=[O:13])=[O:12])[CH:8]=[CH:7][C:5]=2[N:6]=1.N1C=CC=CC=1.Cl[C:22]([O:24][C:25]1[CH:30]=[CH:29][C:28]([F:31])=[CH:27][CH:26]=1)=[O:23]. (3) Given the product [NH2:23][C@H:20]1[CH2:21][CH2:22][C@H:17]([NH:16][C:15]2[C:14]3[C:9](=[CH:10][CH:11]=[C:12]([C:31]4[CH:36]=[CH:35][C:34]([OH:37])=[C:33]([O:38][CH3:39])[CH:32]=4)[CH:13]=3)[N:8]=[CH:7][C:6]=2[C:4]([CH:1]2[CH2:2][CH2:3]2)=[O:5])[CH2:18][CH2:19]1, predict the reactants needed to synthesize it. The reactants are: [CH:1]1([C:4]([C:6]2[CH:7]=[N:8][C:9]3[C:14]([C:15]=2[NH:16][C@H:17]2[CH2:22][CH2:21][C@H:20]([NH:23]C(=O)OC(C)(C)C)[CH2:19][CH2:18]2)=[CH:13][C:12]([C:31]2[CH:36]=[CH:35][C:34]([OH:37])=[C:33]([O:38][CH3:39])[CH:32]=2)=[CH:11][CH:10]=3)=[O:5])[CH2:3][CH2:2]1.C(O)(C(F)(F)F)=O.